Dataset: Peptide-MHC class I binding affinity with 185,985 pairs from IEDB/IMGT. Task: Regression. Given a peptide amino acid sequence and an MHC pseudo amino acid sequence, predict their binding affinity value. This is MHC class I binding data. (1) The peptide sequence is RTDPVIDNI. The MHC is HLA-B44:02 with pseudo-sequence HLA-B44:02. The binding affinity (normalized) is 0.0847. (2) The peptide sequence is EFFLIVLLI. The MHC is HLA-A24:02 with pseudo-sequence HLA-A24:02. The binding affinity (normalized) is 0.258. (3) The peptide sequence is DIRQDVIAM. The MHC is HLA-B39:01 with pseudo-sequence HLA-B39:01. The binding affinity (normalized) is 0.0847. (4) The peptide sequence is AFLCKQYLNL. The binding affinity (normalized) is 0.588. The MHC is Patr-A0701 with pseudo-sequence Patr-A0701.